Dataset: Catalyst prediction with 721,799 reactions and 888 catalyst types from USPTO. Task: Predict which catalyst facilitates the given reaction. (1) Reactant: CS[CH:3]1[C:11]2[C:6](=[CH:7][CH:8]=[C:9]([C:12]#[N:13])[CH:10]=2)[NH:5][C:4]1=[O:14]. Product: [O:14]=[C:4]1[CH2:3][C:11]2[C:6](=[CH:7][CH:8]=[C:9]([C:12]#[N:13])[CH:10]=2)[NH:5]1. The catalyst class is: 814. (2) Reactant: [CH:1]1([N:4]([CH2:29][C:30]2[CH:35]=[C:34]([CH2:36][CH2:37][CH2:38][O:39][CH3:40])[CH:33]=[C:32]([O:41][CH2:42][CH2:43][O:44][CH3:45])[CH:31]=2)[C:5]([C@@H:7]2[C@@:12]([OH:21])([C:13]3[CH:18]=[CH:17][C:16](=[O:19])[N:15]([CH3:20])[CH:14]=3)[CH2:11][CH2:10][N:9]([C:22]([O:24][C:25]([CH3:28])([CH3:27])[CH3:26])=[O:23])[CH2:8]2)=[O:6])[CH2:3][CH2:2]1.[H-].[Na+].[CH3:48]I. Product: [CH:1]1([N:4]([CH2:29][C:30]2[CH:35]=[C:34]([CH2:36][CH2:37][CH2:38][O:39][CH3:40])[CH:33]=[C:32]([O:41][CH2:42][CH2:43][O:44][CH3:45])[CH:31]=2)[C:5]([C@@H:7]2[C@@:12]([O:21][CH3:48])([C:13]3[CH:18]=[CH:17][C:16](=[O:19])[N:15]([CH3:20])[CH:14]=3)[CH2:11][CH2:10][N:9]([C:22]([O:24][C:25]([CH3:26])([CH3:27])[CH3:28])=[O:23])[CH2:8]2)=[O:6])[CH2:3][CH2:2]1. The catalyst class is: 3.